From a dataset of Reaction yield outcomes from USPTO patents with 853,638 reactions. Predict the reaction yield, written as a fraction of the theoretical maximum amount of product (1.0 means a 100% yield; for example, 0.34 means a 34% yield). (1) The reactants are [CH3:1][C:2]1([CH3:16])[C:6]([CH3:8])([CH3:7])[O:5][B:4]([C:9]2[CH:10]=[C:11]([OH:15])[CH:12]=[CH:13][CH:14]=2)[O:3]1.[H-].[Na+].Cl.Cl[CH2:21][C:22]1[CH:23]=[N:24][CH:25]=[CH:26][CH:27]=1. The catalyst is CN(C=O)C. The product is [CH3:8][C:6]1([CH3:7])[C:2]([CH3:16])([CH3:1])[O:3][B:4]([C:9]2[CH:10]=[C:11]([CH:12]=[CH:13][CH:14]=2)[O:15][CH2:21][C:22]2[CH:23]=[N:24][CH:25]=[CH:26][CH:27]=2)[O:5]1. The yield is 0.500. (2) The product is [CH2:1]([O:8][C:9]([N:11]([CH2:13][C:14]1[CH:19]=[C:18]([N+:20]([O-:22])=[O:21])[CH:17]=[CH:16][C:15]=1[CH2:23][C:24]([O:26][CH2:27][CH3:28])=[O:25])[CH3:12])=[O:10])[C:2]1[CH:3]=[CH:4][CH:5]=[CH:6][CH:7]=1. The yield is 0.313. The catalyst is CS(C)=O.CCOC(C)=O. The reactants are [CH2:1]([O:8][C:9]([N:11]([CH2:13][C:14]1[CH:19]=[C:18]([N+:20]([O-:22])=[O:21])[CH:17]=[CH:16][C:15]=1[CH:23](C(OCC)=O)[C:24]([O:26][CH2:27][CH3:28])=[O:25])[CH3:12])=[O:10])[C:2]1[CH:7]=[CH:6][CH:5]=[CH:4][CH:3]=1.[Cl-].[Li+].O. (3) The reactants are [F:1][C:2]1[CH:7]=[C:6](I)[CH:5]=[CH:4][C:3]=1[CH2:9][C:10]([O:12][CH3:13])=[O:11].C(=O)([O-])[O-].[K+].[K+].[OH:20][C:21]1[CH:26]=[CH:25][CH:24]=[CH:23][N:22]=1. The catalyst is CS(C)=O.[Cu]I. The product is [F:1][C:2]1[CH:7]=[C:6]([N:22]2[CH:23]=[CH:24][CH:25]=[CH:26][C:21]2=[O:20])[CH:5]=[CH:4][C:3]=1[CH2:9][C:10]([O:12][CH3:13])=[O:11]. The yield is 0.390. (4) The reactants are Br.[CH3:2][O:3][C:4](=[O:23])[C:5]1[C:10]([NH:11][C:12]2[CH:17]=[CH:16][C:15]([Br:18])=[CH:14][C:13]=2[F:19])=[C:9]([F:20])[C:8]([O:21]C)=[N:7][CH:6]=1.C(O)(=O)C. The catalyst is O. The product is [CH3:2][O:3][C:4]([C:5]1[C:10]([NH:11][C:12]2[CH:17]=[CH:16][C:15]([Br:18])=[CH:14][C:13]=2[F:19])=[C:9]([F:20])[C:8](=[O:21])[NH:7][CH:6]=1)=[O:23]. The yield is 0.970. (5) The reactants are Cl[C:2]1[C:7]([N+:8]([O-:10])=[O:9])=[CH:6][C:5]([C:11]([F:14])([F:13])[F:12])=[CH:4][N:3]=1.[CH3:15][S:16][C:17]1[S:18][C:19]2[CH:25]=[C:24]([CH2:26][NH2:27])[CH:23]=[CH:22][C:20]=2[N:21]=1.C(N(CC)CC)C. The catalyst is CN(C=O)C.CCOC(C)=O. The product is [CH3:15][S:16][C:17]1[S:18][C:19]2[CH:25]=[C:24]([CH2:26][NH:27][C:2]3[C:7]([N+:8]([O-:10])=[O:9])=[CH:6][C:5]([C:11]([F:14])([F:13])[F:12])=[CH:4][N:3]=3)[CH:23]=[CH:22][C:20]=2[N:21]=1. The yield is 0.847. (6) The reactants are [CH3:1][C:2]1[CH:7]=[C:6]([O:8][CH2:9][CH2:10][N:11]2[CH2:16][CH2:15][O:14][CH2:13][CH2:12]2)[CH:5]=[C:4]([CH3:17])[C:3]=1[C:18]1[CH:23]=[CH:22][CH:21]=[C:20]([CH2:24][NH:25][C:26]2[CH:31]=[CH:30][C:29]([CH2:32][CH2:33][C:34]([OH:36])=[O:35])=[C:28]([F:37])[CH:27]=2)[CH:19]=1.[CH3:38][S:39]([OH:42])(=[O:41])=[O:40]. The catalyst is C(OCC)(=O)C. The product is [CH3:38][S:39]([OH:42])(=[O:41])=[O:40].[CH3:38][S:39]([OH:42])(=[O:41])=[O:40].[CH3:1][C:2]1[CH:7]=[C:6]([O:8][CH2:9][CH2:10][N:11]2[CH2:12][CH2:13][O:14][CH2:15][CH2:16]2)[CH:5]=[C:4]([CH3:17])[C:3]=1[C:18]1[CH:23]=[CH:22][CH:21]=[C:20]([CH2:24][NH:25][C:26]2[CH:31]=[CH:30][C:29]([CH2:32][CH2:33][C:34]([OH:36])=[O:35])=[C:28]([F:37])[CH:27]=2)[CH:19]=1. The yield is 0.730. (7) The reactants are [C:1]([CH2:3][C:4]1[CH:5]=[C:6]([CH:11]=[CH:12][CH:13]=1)[C:7]([O:9][CH3:10])=[O:8])#[N:2].[H-].[Na+].Br[CH2:17][CH2:18]Br. The catalyst is CS(C)=O. The product is [C:1]([C:3]1([C:4]2[CH:5]=[C:6]([CH:11]=[CH:12][CH:13]=2)[C:7]([O:9][CH3:10])=[O:8])[CH2:18][CH2:17]1)#[N:2]. The yield is 0.760.